This data is from NCI-60 drug combinations with 297,098 pairs across 59 cell lines. The task is: Regression. Given two drug SMILES strings and cell line genomic features, predict the synergy score measuring deviation from expected non-interaction effect. (1) Drug 1: CNC(=O)C1=CC=CC=C1SC2=CC3=C(C=C2)C(=NN3)C=CC4=CC=CC=N4. Drug 2: CCN(CC)CCNC(=O)C1=C(NC(=C1C)C=C2C3=C(C=CC(=C3)F)NC2=O)C. Cell line: SF-295. Synergy scores: CSS=6.68, Synergy_ZIP=-2.40, Synergy_Bliss=0.484, Synergy_Loewe=0.633, Synergy_HSA=0.590. (2) Drug 1: CC1=CC=C(C=C1)C2=CC(=NN2C3=CC=C(C=C3)S(=O)(=O)N)C(F)(F)F. Synergy scores: CSS=2.89, Synergy_ZIP=1.30, Synergy_Bliss=4.85, Synergy_Loewe=0.0571, Synergy_HSA=0.750. Cell line: LOX IMVI. Drug 2: CS(=O)(=O)CCNCC1=CC=C(O1)C2=CC3=C(C=C2)N=CN=C3NC4=CC(=C(C=C4)OCC5=CC(=CC=C5)F)Cl. (3) Drug 1: COC1=C(C=C2C(=C1)N=CN=C2NC3=CC(=C(C=C3)F)Cl)OCCCN4CCOCC4. Drug 2: C1=NC2=C(N1)C(=S)N=CN2. Cell line: SF-295. Synergy scores: CSS=21.5, Synergy_ZIP=-7.83, Synergy_Bliss=-1.83, Synergy_Loewe=-0.784, Synergy_HSA=-0.493. (4) Drug 1: CN1CCC(CC1)COC2=C(C=C3C(=C2)N=CN=C3NC4=C(C=C(C=C4)Br)F)OC. Drug 2: CCCCCOC(=O)NC1=NC(=O)N(C=C1F)C2C(C(C(O2)C)O)O. Cell line: HOP-92. Synergy scores: CSS=20.1, Synergy_ZIP=-3.75, Synergy_Bliss=-1.64, Synergy_Loewe=-17.3, Synergy_HSA=-0.102.